From a dataset of Ames mutagenicity test results for genotoxicity prediction. Regression/Classification. Given a drug SMILES string, predict its toxicity properties. Task type varies by dataset: regression for continuous values (e.g., LD50, hERG inhibition percentage) or binary classification for toxic/non-toxic outcomes (e.g., AMES mutagenicity, cardiotoxicity, hepatotoxicity). Dataset: ames. (1) The molecule is CCN(CC)c1ccc(N=O)c(O)c1. The result is 0 (non-mutagenic). (2) The compound is C1O[C@H]1[C@H]1CO1. The result is 1 (mutagenic). (3) The molecule is COC(=O)C1=C(C)NC(C)=C(C(=O)OCC(C)=O)C1c1ccccc1[N+](=O)[O-]. The result is 0 (non-mutagenic). (4) The result is 0 (non-mutagenic). The compound is CCCCOCCOCCOCCCC. (5) The compound is Nc1cccc2c(O)nnc(O)c12. The result is 0 (non-mutagenic). (6) The compound is CCCC[C@@H](CC)COC(=O)CCCCC(=O)O. The result is 0 (non-mutagenic). (7) The drug is CC(C)(c1ccc(O)cc1)c1ccc(O)cc1. The result is 0 (non-mutagenic). (8) The drug is O=C(O)C1C(C(=O)O)C2(Cl)C(Cl)=C(Cl)C1(Cl)C2(Cl)Cl. The result is 0 (non-mutagenic). (9) The drug is COc1cccc2c1C(=O)c1c(O)c3c(c(O)c1C2=O)CC(O)(C(=O)CO)CC3OC1CC(N)C(OC)C(C)O1. The result is 1 (mutagenic). (10) The drug is Nc1c(C(=O)O)cc([N+](=O)[O-])c2c1C(=O)c1ccccc1C2=O. The result is 1 (mutagenic).